From a dataset of Peptide-MHC class I binding affinity with 185,985 pairs from IEDB/IMGT. Regression. Given a peptide amino acid sequence and an MHC pseudo amino acid sequence, predict their binding affinity value. This is MHC class I binding data. (1) The peptide sequence is EAIEECLI. The binding affinity (normalized) is 0.0735. The MHC is H-2-Kb with pseudo-sequence H-2-Kb. (2) The peptide sequence is KEEHSSTWHY. The MHC is HLA-B44:02 with pseudo-sequence HLA-B44:02. The binding affinity (normalized) is 0.654.